Dataset: Experimentally validated miRNA-target interactions with 360,000+ pairs, plus equal number of negative samples. Task: Binary Classification. Given a miRNA mature sequence and a target amino acid sequence, predict their likelihood of interaction. (1) The miRNA is mmu-miR-7038-3p with sequence CACUGCUCCUGCCUUCUUACAG. The protein sequence of the target gene is MFQRLNKMFVGEVTTSSSQEPEFSEKEDDEWILVDFIDTCPGFSAEEEEEDEDIGEESSAEHTSVFSCLPASLECLTDTSDSCFLQFESCPMEESWFITPPPCFTAGGLTTIKVETSPMENLLIEHPSMSVYAVHNSCPGLSEASCGNDEYNSSGPRMEAQSEMGKHIHCCVAALAAQATFLEQPKSFRPSQWIKGHSERQSLNRNGLRRQNLTRDCHTRQMKHSGWVVHQPCPRQYNY. Result: 0 (no interaction). (2) The miRNA is mmu-miR-1962 with sequence AGAGGCUGGCACUGGGACACAU. The protein sequence of the target gene is MSTAMNFGTKSFQPRPPDKGSFPLDHLGECKSFKEKFMKCLHNNNFENALCRKESKEYLECRMERKLMLQEPLEKLGFGDLTSGKSEAKK. Result: 0 (no interaction). (3) The miRNA is hsa-miR-624-5p with sequence UAGUACCAGUACCUUGUGUUCA. The protein sequence of the target gene is MLCRAACSAGRRLGPAASTAGSRHKHSLPDLPYDYGALEPHINAQIMQLHHSKHHATYVNNLNVTEEKYHEALAKGDVTTQVALQPALKFNGGGHINHSIFWTNLSPKGGGEPKGELLEAIKRDFGSFEKFKEKLTAVSVGVQGSGWGWLGFNKEQGRLQIAACSNQDPLQGTTGLIPLLGIDVWEHAYYLQYKNVRPDYLKAIWNVINWENVSQRYIVCKK. Result: 0 (no interaction). (4) The miRNA is hsa-miR-8058 with sequence CUGGACUUUGAUCUUGCCAUAA. Result: 0 (no interaction). The protein sequence of the target gene is MQRPGPFSTLYGRVLAPLPGRAGGAASGGGGNNWGLSGSHVQLPGRAHSETRGDKGGSSAGGPAPSTMSKAEEAKKLASHTAVENHVKNNQVLGIGSGSTIVHAVQRIAERVKQENLDLICIPTSFQARQLILQYGLTLSDLDQHPEIDLAIDGADEVDAELNLIKGGGGCLTQEKIVAGYASRFIVIADFRKDSKNLGDRWHKGIPIEVIPMAYVPVSRAVAQKFGGEVELRMAVNKAGPVVTDNGNFILDWKFDRVHKWSEVNTAIKMTPGVVDTGLFINMAERVYFGMQDGSVNVRE.... (5) The miRNA is cel-miR-231-3p with sequence UAAGCUCGUGAUCAACAGGCAGAA. The protein sequence of the target gene is MEFPGLGSLGTSEPLPQFVDPALVSSTPESGVFFPSGPEGLDAAASSTAPSTATAAAAALAYYRDAEAYRHSPVFQVYPLLNCMEGIPGGSPYAGWAYGKTGLYPASTVCPTREDSPPQAVEDLDGKGSTSFLETLKTERLSPDLLTLGPALPSSLPVPNSAYGGPDFSSTFFSPTGSPLNSAAYSSPKLRGTLPLPPCEARECVNCGATATPLWRRDRTGHYLCNACGLYHKMNGQNRPLIRPKKRLIVSKRAGTQCTNCQTTTTTLWRRNASGDPVCNACGLYYKLHQVNRPLTMRKD.... Result: 0 (no interaction).